Dataset: Full USPTO retrosynthesis dataset with 1.9M reactions from patents (1976-2016). Task: Predict the reactants needed to synthesize the given product. (1) The reactants are: [Br:1][C:2]1[CH:7]=[CH:6][C:5]([OH:8])=[CH:4][CH:3]=1.[C:9](Cl)(=[O:14])[C:10]([CH3:13])([CH3:12])[CH3:11].C(N(CC)CC)C. Given the product [C:9]([O:8][C:5]1[CH:6]=[CH:7][C:2]([Br:1])=[CH:3][CH:4]=1)(=[O:14])[C:10]([CH3:13])([CH3:12])[CH3:11], predict the reactants needed to synthesize it. (2) Given the product [CH:26]([N:14]1[CH2:15][CH2:16][CH:11]([CH2:10][O:9][C:8]2[CH:17]=[C:4]([N+:1]([O-:3])=[O:2])[CH:5]=[CH:6][C:7]=2[C:18]([F:24])([F:23])[C:19]([F:20])([F:21])[F:22])[CH2:12][CH2:13]1)([CH3:28])[CH3:25], predict the reactants needed to synthesize it. The reactants are: [N+:1]([C:4]1[CH:5]=[CH:6][C:7]([C:18]([F:24])([F:23])[C:19]([F:22])([F:21])[F:20])=[C:8]([CH:17]=1)[O:9][CH2:10][CH:11]1[CH2:16][CH2:15][NH:14][CH2:13][CH2:12]1)([O-:3])=[O:2].[CH3:25][C:26]([CH3:28])=O.[BH-](OC(C)=O)(OC(C)=O)OC(C)=O.[Na+].CC(O)=O. (3) Given the product [Cl:22][C:3]1[C:2]([C:27]2[S:28][C:24]([Cl:23])=[CH:25][CH:26]=2)=[CH:7][CH:6]=[C:5]([Cl:8])[C:4]=1[CH2:9][C:10]([NH:12][C:13]1[N:14]=[CH:15][S:16][C:17]=1[C:18]([O:20][CH3:21])=[O:19])=[O:11], predict the reactants needed to synthesize it. The reactants are: Br[C:2]1[C:3]([Cl:22])=[C:4]([CH2:9][C:10]([NH:12][C:13]2[N:14]=[CH:15][S:16][C:17]=2[C:18]([O:20][CH3:21])=[O:19])=[O:11])[C:5]([Cl:8])=[CH:6][CH:7]=1.[Cl:23][C:24]1[S:28][C:27](B(O)O)=[CH:26][CH:25]=1.P([O-])([O-])([O-])=O.[K+].[K+].[K+].C1(P(C2CCCCC2)C2CCCCC2)CCCCC1. (4) The reactants are: [F:1][C:2]1[CH:3]=[C:4](/[CH:11]=[CH:12]/[C:13]([O:15][CH3:16])=[O:14])[CH:5]=[C:6]([F:10])[C:7]=1[CH:8]=O.[NH:17]1[C:25]2[C:20](=[CH:21][CH:22]=[CH:23][CH:24]=2)[C:19]([CH2:26][C@H:27]([NH:29][CH2:30][C:31]([F:34])([CH3:33])[CH3:32])[CH3:28])=[CH:18]1.C(O)(=O)C. Given the product [F:1][C:2]1[CH:3]=[C:4](/[CH:11]=[CH:12]/[C:13]([O:15][CH3:16])=[O:14])[CH:5]=[C:6]([F:10])[C:7]=1[C@@H:8]1[C:18]2[NH:17][C:25]3[C:20]([C:19]=2[CH2:26][C@@H:27]([CH3:28])[N:29]1[CH2:30][C:31]([F:34])([CH3:33])[CH3:32])=[CH:21][CH:22]=[CH:23][CH:24]=3, predict the reactants needed to synthesize it.